From a dataset of Forward reaction prediction with 1.9M reactions from USPTO patents (1976-2016). Predict the product of the given reaction. (1) The product is: [ClH:13].[Cl:13][C:14]1[CH:33]=[CH:32][C:17]([NH:18][C:19]2[C:28]3[C:23](=[CH:24][C:25]([O:31][CH2:44][CH2:43][CH2:42][N:40]4[CH2:39][CH:38]([CH3:46])[O:37][CH:36]([CH3:35])[CH2:41]4)=[C:26]([O:29][CH3:30])[CH:27]=3)[N:22]=[CH:21][N:20]=2)=[C:16]([F:34])[CH:15]=1. Given the reactants N(C(OCC)=O)=NC(OCC)=O.[Cl:13][C:14]1[CH:33]=[CH:32][C:17]([NH:18][C:19]2[C:28]3[C:23](=[CH:24][C:25]([OH:31])=[C:26]([O:29][CH3:30])[CH:27]=3)[N:22]=[CH:21][N:20]=2)=[C:16]([F:34])[CH:15]=1.[CH3:35][C@H:36]1[CH2:41][N:40]([CH2:42][CH2:43][CH2:44]O)[CH2:39][C@@H:38]([CH3:46])[O:37]1.C1(P(C2C=CC=CC=2)C2C=CC=CC=2)C=CC=CC=1, predict the reaction product. (2) The product is: [Br:1][C:2]1[CH:10]=[CH:9][C:8]([C:11]([NH2:13])=[O:12])=[C:7]2[C:3]=1[CH:4]=[C:5]([CH:18]=[CH2:19])[NH:6]2. Given the reactants [Br:1][C:2]1[CH:10]=[CH:9][C:8]([C:11]([NH2:13])=[O:12])=[C:7]2[C:3]=1[CH:4]=[C:5](I)[NH:6]2.[F-].[Cs+].[B-](F)(F)(F)[CH:18]=[CH2:19].[K+], predict the reaction product. (3) Given the reactants [N+:1]([C:4]1[C:5]([NH:10][CH:11]2[CH2:16][CH2:15][N:14](C(OC(C)(C)C)=O)[CH2:13][CH2:12]2)=[N:6][CH:7]=[CH:8][CH:9]=1)([O-:3])=[O:2].[ClH:24], predict the reaction product. The product is: [ClH:24].[N+:1]([C:4]1[C:5]([NH:10][CH:11]2[CH2:16][CH2:15][NH:14][CH2:13][CH2:12]2)=[N:6][CH:7]=[CH:8][CH:9]=1)([O-:3])=[O:2]. (4) Given the reactants Br[C:2]1[CH:7]=[CH:6][N:5]=[C:4]([N:8]2[C:15]3[C@@H:14]4[CH2:16][C@@H:13]4[CH2:12][C:11]=3[C:10]([C:17]([OH:19])=[O:18])=[N:9]2)[CH:3]=1.[CH3:20][S:21]([O-:23])=[O:22].[Na+], predict the reaction product. The product is: [CH3:20][S:21]([C:2]1[CH:7]=[CH:6][N:5]=[C:4]([N:8]2[C:15]3[C@@H:14]4[CH2:16][C@@H:13]4[CH2:12][C:11]=3[C:10]([C:17]([OH:19])=[O:18])=[N:9]2)[CH:3]=1)(=[O:23])=[O:22]. (5) Given the reactants OC1C(=O)NC=C(CCC2C=CC=CC=2C)C=1.[F:18][C:19]1[CH:20]=[C:21]([C:25]#[C:26][C:27]2[CH:28]=[C:29]([O:35]C)[C:30]([O:33]C)=[N:31][CH:32]=2)[CH:22]=[CH:23][CH:24]=1, predict the reaction product. The product is: [F:18][C:19]1[CH:20]=[C:21]([CH2:25][CH2:26][C:27]2[CH:28]=[C:29]([OH:35])[C:30](=[O:33])[NH:31][CH:32]=2)[CH:22]=[CH:23][CH:24]=1. (6) Given the reactants [Cl:1][C:2]1[N:7]=[C:6]2[N:8]([Si:11]([CH:18]([CH3:20])[CH3:19])([CH:15]([CH3:17])[CH3:16])[CH:12]([CH3:14])[CH3:13])[CH:9]=[CH:10][C:5]2=[CH:4][CH:3]=1.[Li]C(CC)C.[O:26]=[C:27]1[CH2:32][CH2:31][N:30]([C:33]([O:35][C:36]([CH3:39])([CH3:38])[CH3:37])=[O:34])[CH2:29][CH2:28]1, predict the reaction product. The product is: [Cl:1][C:2]1[N:7]=[C:6]2[N:8]([Si:11]([CH:15]([CH3:17])[CH3:16])([CH:18]([CH3:20])[CH3:19])[CH:12]([CH3:13])[CH3:14])[CH:9]=[CH:10][C:5]2=[C:4]([C:27]2([OH:26])[CH2:28][CH2:29][N:30]([C:33]([O:35][C:36]([CH3:38])([CH3:37])[CH3:39])=[O:34])[CH2:31][CH2:32]2)[CH:3]=1. (7) Given the reactants [N:1]1(C(OCC2C=CC=CC=2)=O)[C:5](=[O:6])[CH2:4][CH2:3][C@H:2]1[C:7]([N:9]1[CH2:20][CH2:19][CH2:18][C@H:10]1[C:11]([NH:13][CH2:14][C:15]([OH:17])=[O:16])=[O:12])=[O:8].[NH4+:31].[OH-].[H][H], predict the reaction product. The product is: [NH2:31][C@H:2]([C:7]([N:9]1[CH2:20][CH2:19][CH2:18][C@H:10]1[C:11]([NH:13][CH2:14][C:15]([OH:17])=[O:16])=[O:12])=[O:8])[CH2:3][CH2:4][C:5](=[O:6])[NH2:1]. (8) The product is: [Cl:8][C:6]1[N:5]=[C:4]([NH:9][C@H:10]([C:12]2[CH:17]=[CH:16][C:15]([F:18])=[CH:14][CH:13]=2)[CH3:11])[N:3]=[C:2]([C:23]2[CH:24]=[N:19][CH:20]=[N:21][CH:22]=2)[CH:7]=1. Given the reactants Cl[C:2]1[CH:7]=[C:6]([Cl:8])[N:5]=[C:4]([NH:9][C@H:10]([C:12]2[CH:17]=[CH:16][C:15]([F:18])=[CH:14][CH:13]=2)[CH3:11])[N:3]=1.[N:19]1[CH:24]=[C:23](B(O)O)[CH:22]=[N:21][CH:20]=1.C(=O)([O-])[O-].[K+].[K+].O1CCOCC1, predict the reaction product. (9) Given the reactants Br[C:2]1[C:3]2[C:8]([C:9](Br)=[C:10]3[C:15]=1[CH:14]=[CH:13][CH:12]=[CH:11]3)=[CH:7][CH:6]=[CH:5][CH:4]=2.[CH:17]1[CH:22]=[CH:21][CH:20]=[CH:19][CH:18]=1.[C:23]1(OB(O)O)[CH:28]=[CH:27][CH:26]=[CH:25][CH:24]=1.OO, predict the reaction product. The product is: [C:17]1([C:2]2[C:3]3[C:8]([C:9]([C:23]4[CH:28]=[CH:27][CH:26]=[CH:25][CH:24]=4)=[C:10]4[C:15]=2[CH:14]=[CH:13][CH:12]=[CH:11]4)=[CH:7][CH:6]=[CH:5][CH:4]=3)[CH:22]=[CH:21][CH:20]=[CH:19][CH:18]=1.